From a dataset of Catalyst prediction with 721,799 reactions and 888 catalyst types from USPTO. Predict which catalyst facilitates the given reaction. (1) Reactant: [C:1]1([CH2:7][C@H:8]([NH2:27])[CH2:9][NH:10][C:11]2[C:12]3[CH:26]=[CH:25][N:24]=[CH:23][C:13]=3[N:14]=[C:15]([C:17]3[CH:22]=[CH:21][N:20]=[CH:19][CH:18]=3)[N:16]=2)[CH:6]=[CH:5][CH:4]=[CH:3][CH:2]=1.CCN(C(C)C)C(C)C.[CH3:37][S:38](Cl)(=[O:40])=[O:39]. Product: [C:1]1([CH2:7][CH:8]([NH:27][S:38]([CH3:37])(=[O:40])=[O:39])[CH2:9][NH:10][C:11]2[C:12]3[CH:26]=[CH:25][N:24]=[CH:23][C:13]=3[N:14]=[C:15]([C:17]3[CH:22]=[CH:21][N:20]=[CH:19][CH:18]=3)[N:16]=2)[CH:6]=[CH:5][CH:4]=[CH:3][CH:2]=1. The catalyst class is: 34. (2) Reactant: [F:1][C:2]1[CH:10]=[C:9]2[C:5]([C:6]([C:11]3[CH:12]=[CH:13][C:14]4[S:18](=[O:20])(=[O:19])[N:17]([CH2:21][CH2:22][NH:23][NH2:24])[CH:16]([CH3:25])[C:15]=4[CH:26]=3)=[CH:7][NH:8]2)=[CH:4][CH:3]=1.[C:27](OCC)(=[O:32])[CH2:28][C:29]([CH3:31])=O. Product: [F:1][C:2]1[CH:10]=[C:9]2[C:5]([C:6]([C:11]3[CH:12]=[CH:13][C:14]4[S:18](=[O:20])(=[O:19])[N:17]([CH2:21][CH2:22][N:23]5[C:27]([OH:32])=[CH:28][C:29]([CH3:31])=[N:24]5)[CH:16]([CH3:25])[C:15]=4[CH:26]=3)=[CH:7][NH:8]2)=[CH:4][CH:3]=1. The catalyst class is: 14. (3) The catalyst class is: 73. Product: [CH3:54][C:50]1[CH:49]=[C:48]([CH:40]([C:41]2[CH:46]=[CH:45][CH:44]=[C:43]([CH3:47])[CH:42]=2)[CH2:39][NH:38][C:34]2[N:33]=[C:32]([C:74]([NH:56][CH2:57][CH2:58][NH:59][C:60]([NH:62][CH2:63][CH2:64][N:65]([CH:69]([CH3:71])[CH3:70])[CH:66]([CH3:67])[CH3:68])=[O:61])=[O:75])[N:31]=[C:30]3[C:35]=2[N:36]=[CH:37][N:29]3[C@H:11]2[C@H:10]([OH:9])[C@H:14]([OH:15])[C@@H:13]([C:24]([NH:26][CH2:27][CH3:28])=[O:25])[O:12]2)[CH:53]=[CH:52][CH:51]=1. Reactant: C([O:9][C@@H:10]1[C@H:14]([O:15]C(=O)C2C=CC=CC=2)[C@@H:13]([C:24]([NH:26][CH2:27][CH3:28])=[O:25])[O:12][C@H:11]1[N:29]1[CH:37]=[N:36][C:35]2[C:30]1=[N:31][C:32](I)=[N:33][C:34]=2[NH:38][CH2:39][CH:40]([C:48]1[CH:53]=[CH:52][CH:51]=[C:50]([CH3:54])[CH:49]=1)[C:41]1[CH:46]=[CH:45][CH:44]=[C:43]([CH3:47])[CH:42]=1)(=O)C1C=CC=CC=1.[NH2:56][CH2:57][CH2:58][NH:59][C:60]([NH:62][CH2:63][CH2:64][N:65]([CH:69]([CH3:71])[CH3:70])[CH:66]([CH3:68])[CH3:67])=[O:61].C1C[O:75][CH2:74]C1. (4) Reactant: C[O:2][C:3]([CH:5]1[C:9]2([CH2:11][CH2:10]2)[C:8](=[O:12])[N:7]([CH2:13][C:14]2[CH:19]=[CH:18][C:17]([O:20][CH3:21])=[CH:16][C:15]=2[O:22][CH3:23])[CH2:6]1)=[O:4].[OH-].[Na+].Cl. Product: [CH3:23][O:22][C:15]1[CH:16]=[C:17]([O:20][CH3:21])[CH:18]=[CH:19][C:14]=1[CH2:13][N:7]1[CH2:6][CH:5]([C:3]([OH:4])=[O:2])[C:9]2([CH2:11][CH2:10]2)[C:8]1=[O:12]. The catalyst class is: 195. (5) Reactant: [N:1]1[CH:6]=[CH:5][CH:4]=[C:3]([N:7]2[C:11]([C:12]3[N:17]=[CH:16][C:15](/[CH:18]=[CH:19]/[C:20]([O:22][CH3:23])=[O:21])=[CH:14][CH:13]=3)=[CH:10][C:9]([C:24](=[O:30])[NH:25][C:26]([CH3:29])([CH3:28])[CH3:27])=[N:8]2)[CH:2]=1. Product: [N:1]1[CH:6]=[CH:5][CH:4]=[C:3]([N:7]2[C:11]([C:12]3[N:17]=[CH:16][C:15]([CH2:18][CH2:19][C:20]([O:22][CH3:23])=[O:21])=[CH:14][CH:13]=3)=[CH:10][C:9]([C:24](=[O:30])[NH:25][C:26]([CH3:28])([CH3:27])[CH3:29])=[N:8]2)[CH:2]=1. The catalyst class is: 19.